From a dataset of Full USPTO retrosynthesis dataset with 1.9M reactions from patents (1976-2016). Predict the reactants needed to synthesize the given product. (1) Given the product [Cl:1][C:2]1[CH:10]=[CH:9][CH:8]=[C:7]2[C:3]=1[C:4]([CH2:12][NH:15][CH3:14])=[CH:5][N:6]2[CH3:11], predict the reactants needed to synthesize it. The reactants are: [Cl:1][C:2]1[CH:10]=[CH:9][CH:8]=[C:7]2[C:3]=1[C:4]([CH:12]=O)=[CH:5][N:6]2[CH3:11].[CH3:14][N:15]1C2C(=CC=CC=2)C(C)=C1C=O. (2) Given the product [Cl:1][C:2]1[C:10]2[C:5](=[CH:6][C:7]([C:11]([NH:13][C@H:14]([C:24]3[CH:29]=[CH:28][CH:27]=[CH:26][CH:25]=3)[CH2:15][O:16][CH2:17][CH:18]3[CH2:19][CH2:20][N:21]([C:39]4[CH:44]=[CH:43][N:42]=[CH:41][CH:40]=4)[CH2:22][CH2:23]3)=[O:12])=[CH:8][CH:9]=2)[NH:4][CH:3]=1, predict the reactants needed to synthesize it. The reactants are: [Cl:1][C:2]1[C:10]2[C:5](=[CH:6][C:7]([C:11]([NH:13][C@H:14]([C:24]3[CH:29]=[CH:28][CH:27]=[CH:26][CH:25]=3)[CH2:15][O:16][CH2:17][CH:18]3[CH2:23][CH2:22][NH:21][CH2:20][CH2:19]3)=[O:12])=[CH:8][CH:9]=2)[NH:4][CH:3]=1.C(N(CC)CC)C.Cl.Cl[C:39]1[CH:44]=[CH:43][N:42]=[CH:41][CH:40]=1. (3) Given the product [C:1]([C:3]1[CH:4]=[CH:5][C:6]([O:13][CH3:14])=[C:7]([CH:12]=1)[C:8]([O:10][CH3:11])=[O:9])#[N:2], predict the reactants needed to synthesize it. The reactants are: [C:1]([C:3]1[CH:4]=[CH:5][C:6]([OH:13])=[C:7]([CH:12]=1)[C:8]([O:10][CH3:11])=[O:9])#[N:2].[C:14]([O-])([O-])=O.[K+].[K+].CI. (4) Given the product [Cl:34][CH2:35][C:36]([NH:1][C:2]1[S:3][C:4]2[C:9]([N:10]=1)=[CH:8][CH:7]=[C:6]([O:11][C:12]1[CH:13]=[C:14]([NH:20][C:21](=[O:33])[C:22]3[CH:27]=[CH:26][CH:25]=[C:24]([C:28]([C:31]#[N:32])([CH3:29])[CH3:30])[CH:23]=3)[CH:15]=[CH:16][C:17]=1[C:18]#[N:19])[N:5]=2)=[O:37], predict the reactants needed to synthesize it. The reactants are: [NH2:1][C:2]1[S:3][C:4]2[C:9]([N:10]=1)=[CH:8][CH:7]=[C:6]([O:11][C:12]1[CH:13]=[C:14]([NH:20][C:21](=[O:33])[C:22]3[CH:27]=[CH:26][CH:25]=[C:24]([C:28]([C:31]#[N:32])([CH3:30])[CH3:29])[CH:23]=3)[CH:15]=[CH:16][C:17]=1[C:18]#[N:19])[N:5]=2.[Cl:34][CH2:35][C:36](Cl)=[O:37]. (5) Given the product [CH2:15]([O:14][C:12](=[O:13])[CH:11]=[C:10]([C:4]1[CH:5]=[CH:6][C:7]([O:8][CH3:9])=[C:2]([B:21]2[O:22][C:23]([CH3:25])([CH3:24])[C:19]([CH3:35])([CH3:18])[O:20]2)[CH:3]=1)[CH3:17])[CH3:16], predict the reactants needed to synthesize it. The reactants are: Br[C:2]1[CH:3]=[C:4](/[C:10](/[CH3:17])=[CH:11]/[C:12]([O:14][CH2:15][CH3:16])=[O:13])[CH:5]=[CH:6][C:7]=1[O:8][CH3:9].[CH3:18][C:19]1([CH3:35])[C:23]([CH3:25])([CH3:24])[O:22][B:21]([B:21]2[O:22][C:23]([CH3:25])([CH3:24])[C:19]([CH3:35])([CH3:18])[O:20]2)[O:20]1.C([O-])(=O)C.[K+].C1(P(C2CCCCC2)C2CCCCC2)CCCCC1.